Dataset: Forward reaction prediction with 1.9M reactions from USPTO patents (1976-2016). Task: Predict the product of the given reaction. (1) Given the reactants [C:1]([NH:4][C:5]([CH2:16][C:17]([C:19]1[CH:24]=[CH:23][C:22]([O:25][C:26]2[CH:31]=[CH:30][C:29]([C:32](=[O:35])[CH2:33]Cl)=[CH:28][CH:27]=2)=[CH:21][CH:20]=1)=[O:18])([C:11]([O:13][CH2:14][CH3:15])=[O:12])[C:6]([O:8][CH2:9][CH3:10])=[O:7])(=[O:3])[CH3:2].[C:36]([OH:41])(=[O:40])[CH2:37][CH2:38][CH3:39].CCN(CC)CC, predict the reaction product. The product is: [C:1]([NH:4][C:5]([CH2:16][C:17]([C:19]1[CH:24]=[CH:23][C:22]([O:25][C:26]2[CH:31]=[CH:30][C:29]([C:32](=[O:35])[CH2:33][O:41][C:36](=[O:40])[CH2:37][CH2:38][CH3:39])=[CH:28][CH:27]=2)=[CH:21][CH:20]=1)=[O:18])([C:11]([O:13][CH2:14][CH3:15])=[O:12])[C:6]([O:8][CH2:9][CH3:10])=[O:7])(=[O:3])[CH3:2]. (2) The product is: [OH:44][C@H:6]1[CH2:7][CH2:3][N:4]([CH2:8][C:9]2[S:13][CH:12]=[C:11]([C:14]3[CH:15]=[C:16]4[C:20](=[C:21]([C:23]([NH2:25])=[O:24])[CH:22]=3)[NH:19][CH:18]=[C:17]4[CH:26]3[CH2:27][CH2:28][N:29]([S:32]([CH:35]([CH3:37])[CH3:36])(=[O:34])=[O:33])[CH2:30][CH2:31]3)[CH:10]=2)[CH2:5]1. Given the reactants OC[C@H:3]1[CH2:7][CH2:6][CH2:5][N:4]1[CH2:8][C:9]1[S:13][CH:12]=[C:11]([C:14]2[CH:15]=[C:16]3[C:20](=[C:21]([C:23]([NH2:25])=[O:24])[CH:22]=2)[NH:19][CH:18]=[C:17]3[CH:26]2[CH2:31][CH2:30][N:29]([S:32]([CH:35]([CH3:37])[CH3:36])(=[O:34])=[O:33])[CH2:28][CH2:27]2)[CH:10]=1.N1CCC[C@@H]1C[OH:44], predict the reaction product. (3) Given the reactants [OH:1][CH2:2][CH2:3][N:4]([CH2:17][C:18]([F:21])([F:20])[F:19])[C:5]1[CH:12]=[CH:11][C:8]([C:9]#[N:10])=[C:7]([C:13]([F:16])([F:15])[F:14])[CH:6]=1.O[C:23]1[N:28]=[CH:27][C:26]([NH:29][C:30](=[O:32])[CH3:31])=[CH:25][CH:24]=1, predict the reaction product. The product is: [C:9]([C:8]1[CH:11]=[CH:12][C:5]([N:4]([CH2:17][C:18]([F:19])([F:20])[F:21])[CH2:3][CH2:2][O:1][C:23]2[N:28]=[CH:27][C:26]([NH:29][C:30](=[O:32])[CH3:31])=[CH:25][CH:24]=2)=[CH:6][C:7]=1[C:13]([F:15])([F:16])[F:14])#[N:10]. (4) The product is: [CH3:12][N:2]([CH2:3][CH2:4][CH:5]([O:6][C:22]1[C:23]2[C:18](=[CH:17][CH:16]=[CH:15][CH:14]=2)[CH:19]=[CH:20][CH:21]=1)[C:7]1[S:8][CH:9]=[CH:10][CH:11]=1)[CH3:1]. Given the reactants [CH3:1][N:2]([CH3:12])[CH2:3][CH2:4][CH:5]([C:7]1[S:8][CH:9]=[CH:10][CH:11]=1)[OH:6].F[C:14]1[C:23]2[C:18](=[CH:19][CH:20]=[CH:21][CH:22]=2)[CH:17]=[CH:16][CH:15]=1, predict the reaction product. (5) Given the reactants [O:1]1[CH2:5][CH2:4][CH2:3][CH2:2]1.[CH3:6][NH:7][CH:8]([C:12]1[CH:13]=[N:14][CH:15]=[CH:16][C:17]=1[C:18]([F:21])([F:20])[F:19])[CH:9]([CH3:11])[CH3:10].C(Cl)(=O)CCC, predict the reaction product. The product is: [CH3:6][N:7]([CH:8]([C:12]1[CH:13]=[N:14][CH:15]=[CH:16][C:17]=1[C:18]([F:19])([F:21])[F:20])[CH:9]([CH3:11])[CH3:10])[C:2](=[O:1])[CH2:3][CH2:4][CH3:5]. (6) Given the reactants [Cl:1][C:2]1[CH:7]=[CH:6][C:5](I)=[CH:4][CH:3]=1.[CH3:9][O:10][C:11](=[O:36])[C:12]1[CH:17]=[CH:16][C:15]([CH2:18][N:19]([C:30]2[CH:35]=[CH:34][CH:33]=[CH:32][CH:31]=2)[C:20](=[O:29])[C:21]#[C:22][C:23]2[CH:28]=[CH:27][CH:26]=[CH:25][CH:24]=2)=[CH:14][CH:13]=1, predict the reaction product. The product is: [CH3:9][O:10][C:11](=[O:36])[C:12]1[CH:13]=[CH:14][C:15]([CH2:18][N:19]2[C:30]3[C:35](=[CH:34][CH:33]=[CH:32][CH:31]=3)/[C:21](=[C:22](\[C:5]3[CH:6]=[CH:7][C:2]([Cl:1])=[CH:3][CH:4]=3)/[C:23]3[CH:24]=[CH:25][CH:26]=[CH:27][CH:28]=3)/[C:20]2=[O:29])=[CH:16][CH:17]=1.